From a dataset of Forward reaction prediction with 1.9M reactions from USPTO patents (1976-2016). Predict the product of the given reaction. (1) Given the reactants [O:1]1[C:5]2[CH:6]=[CH:7][C:8]([C:10]3[CH2:11][C@@H:12]4[N:18]([CH:19]=3)[C:17](=[O:20])[C:16]3[CH:21]=[C:22]([O:83][CH3:84])[C:23]([O:25][CH2:26][CH2:27][CH2:28][O:29][C:30]5[C:80]([O:81][CH3:82])=[CH:79][C:33]6[C:34](=[O:78])[N:35]7[CH:41]=[C:40]([C:42]8[CH:47]=[CH:46][C:45]([NH:48][C:49](=[O:77])[C@@H:50]([NH:52][C:53](=[O:76])[C@@H:54]([NH:58]C(=O)OCC9C%10C=CC=CC=%10C%10C9=CC=CC=%10)[CH:55]([CH3:57])[CH3:56])[CH3:51])=[CH:44][CH:43]=8)[CH2:39][C@H:36]7[CH:37]=[N:38][C:32]=6[CH:31]=5)=[CH:24][C:15]=3[N:14]=[CH:13]4)=[CH:9][C:4]=2[O:3][CH2:2]1.N1CCCCC1, predict the reaction product. The product is: [NH2:58][C@@H:54]([CH:55]([CH3:57])[CH3:56])[C:53]([NH:52][C@@H:50]([CH3:51])[C:49]([NH:48][C:45]1[CH:44]=[CH:43][C:42]([C:40]2[CH2:39][C@@H:36]3[N:35]([CH:41]=2)[C:34](=[O:78])[C:33]2[CH:79]=[C:80]([O:81][CH3:82])[C:30]([O:29][CH2:28][CH2:27][CH2:26][O:25][C:23]4[C:22]([O:83][CH3:84])=[CH:21][C:16]5[C:17](=[O:20])[N:18]6[CH:19]=[C:10]([C:8]7[CH:7]=[CH:6][C:5]8[O:1][CH2:2][O:3][C:4]=8[CH:9]=7)[CH2:11][C@H:12]6[CH:13]=[N:14][C:15]=5[CH:24]=4)=[CH:31][C:32]=2[N:38]=[CH:37]3)=[CH:47][CH:46]=1)=[O:77])=[O:76]. (2) Given the reactants Cl[C:2]1[N:6]([CH3:7])[N:5]=[CH:4][C:3]=1[N+:8]([O-:10])=[O:9].Cl.[F:12][CH:13]1[CH2:18][CH2:17][NH:16][CH2:15][CH2:14]1, predict the reaction product. The product is: [F:12][CH:13]1[CH2:18][CH2:17][N:16]([C:2]2[N:6]([CH3:7])[N:5]=[CH:4][C:3]=2[N+:8]([O-:10])=[O:9])[CH2:15][CH2:14]1. (3) The product is: [S:27](=[O:26])([OH:29])[OH:28].[S:3]1[C:4]2[CH:10]=[CH:9][CH:8]=[CH:7][C:5]=2[N:6]=[C:2]1[O:11][C:12]1[CH:19]=[CH:18][C:15]([CH:16]=[O:17])=[CH:14][CH:13]=1. Given the reactants Cl[C:2]1[S:3][C:4]2[CH:10]=[CH:9][CH:8]=[CH:7][C:5]=2[N:6]=1.[OH:11][C:12]1[CH:19]=[CH:18][C:15]([CH:16]=[O:17])=[CH:14][CH:13]=1.C([O-])([O-])=O.[K+].[K+].[OH:26][S:27]([O-:29])=[O:28].[Na+], predict the reaction product. (4) Given the reactants Br[C:2]1[CH:7]=[CH:6][CH:5]=[C:4]([O:8][C:9]2[CH:14]=[CH:13][CH:12]=[CH:11][CH:10]=2)[N:3]=1.C(OCC)(=O)C.O.[CH3:22][N:23](C)C=O, predict the reaction product. The product is: [O:8]([C:4]1[N:3]=[C:2]([C:22]#[N:23])[CH:7]=[CH:6][CH:5]=1)[C:9]1[CH:14]=[CH:13][CH:12]=[CH:11][CH:10]=1. (5) Given the reactants O[CH:2]1[C:11]2[C:6](=[CH:7][CH:8]=[CH:9][CH:10]=2)[C:5](=[O:12])[CH2:4][C:3]1([CH3:14])[CH3:13].[NH:15]1[CH:19]=[C:18]([C:20]([O:22][CH3:23])=[O:21])[N:17]=[CH:16]1.C1(P(C2C=CC=CC=2)C2C=CC=CC=2)C=CC=CC=1.N(C(OC)=O)=NC(OC)=O, predict the reaction product. The product is: [CH3:23][O:22][C:20]([C:18]1[N:17]([CH:2]2[C:11]3[C:6](=[CH:7][CH:8]=[CH:9][CH:10]=3)[C:5](=[O:12])[CH2:4][C:3]2([CH3:14])[CH3:13])[CH:16]=[N:15][CH:19]=1)=[O:21]. (6) Given the reactants [C:1]([NH:18][NH2:19])([O:3][CH2:4][CH:5]1[C:17]2[C:12](=[CH:13][CH:14]=[CH:15][CH:16]=2)[C:11]2[C:6]1=[CH:7][CH:8]=[CH:9][CH:10]=2)=[O:2].Cl.C1N=CN([C:26](N2C=NC=C2)=[O:27])C=1.CCN(C(C)C)C(C)C.[NH2:42][C@H:43]([C:48]([O:50][C:51]([CH3:54])([CH3:53])[CH3:52])=[O:49])[CH2:44][CH:45]([CH3:47])[CH3:46].Cl, predict the reaction product. The product is: [NH:18]([C:1]([O:3][CH2:4][CH:5]1[C:17]2[C:12](=[CH:13][CH:14]=[CH:15][CH:16]=2)[C:11]2[C:6]1=[CH:7][CH:8]=[CH:9][CH:10]=2)=[O:2])[NH:19][C:26]([NH:42][C@H:43]([C:48]([O:50][C:51]([CH3:52])([CH3:54])[CH3:53])=[O:49])[CH2:44][CH:45]([CH3:47])[CH3:46])=[O:27].